This data is from NCI-60 drug combinations with 297,098 pairs across 59 cell lines. The task is: Regression. Given two drug SMILES strings and cell line genomic features, predict the synergy score measuring deviation from expected non-interaction effect. (1) Drug 1: C1=C(C(=O)NC(=O)N1)F. Drug 2: CC1=CC=C(C=C1)C2=CC(=NN2C3=CC=C(C=C3)S(=O)(=O)N)C(F)(F)F. Cell line: SF-268. Synergy scores: CSS=25.6, Synergy_ZIP=-1.43, Synergy_Bliss=4.11, Synergy_Loewe=1.89, Synergy_HSA=4.51. (2) Drug 1: CNC(=O)C1=NC=CC(=C1)OC2=CC=C(C=C2)NC(=O)NC3=CC(=C(C=C3)Cl)C(F)(F)F. Drug 2: CC(C)(C#N)C1=CC(=CC(=C1)CN2C=NC=N2)C(C)(C)C#N. Cell line: MALME-3M. Synergy scores: CSS=-0.308, Synergy_ZIP=1.32, Synergy_Bliss=0.782, Synergy_Loewe=-1.63, Synergy_HSA=-2.04. (3) Drug 1: CC1=C2C(C(=O)C3(C(CC4C(C3C(C(C2(C)C)(CC1OC(=O)C(C(C5=CC=CC=C5)NC(=O)C6=CC=CC=C6)O)O)OC(=O)C7=CC=CC=C7)(CO4)OC(=O)C)O)C)OC(=O)C. Drug 2: C1=NNC2=C1C(=O)NC=N2. Cell line: OVCAR-8. Synergy scores: CSS=41.2, Synergy_ZIP=0.436, Synergy_Bliss=0.861, Synergy_Loewe=-25.8, Synergy_HSA=-1.45. (4) Drug 1: CC(C1=C(C=CC(=C1Cl)F)Cl)OC2=C(N=CC(=C2)C3=CN(N=C3)C4CCNCC4)N. Drug 2: CC(C)NC(=O)C1=CC=C(C=C1)CNNC.Cl. Cell line: OVCAR-5. Synergy scores: CSS=4.96, Synergy_ZIP=-1.44, Synergy_Bliss=-6.93, Synergy_Loewe=-10.6, Synergy_HSA=-8.66. (5) Drug 1: CC1=CC2C(CCC3(C2CCC3(C(=O)C)OC(=O)C)C)C4(C1=CC(=O)CC4)C. Drug 2: C#CCC(CC1=CN=C2C(=N1)C(=NC(=N2)N)N)C3=CC=C(C=C3)C(=O)NC(CCC(=O)O)C(=O)O. Cell line: M14. Synergy scores: CSS=-2.19, Synergy_ZIP=-0.630, Synergy_Bliss=-4.68, Synergy_Loewe=-13.3, Synergy_HSA=-7.41. (6) Drug 1: C1=CN(C(=O)N=C1N)C2C(C(C(O2)CO)O)O.Cl. Drug 2: CC1CCCC2(C(O2)CC(NC(=O)CC(C(C(=O)C(C1O)C)(C)C)O)C(=CC3=CSC(=N3)C)C)C. Cell line: PC-3. Synergy scores: CSS=39.8, Synergy_ZIP=-1.45, Synergy_Bliss=-5.92, Synergy_Loewe=-14.5, Synergy_HSA=-4.21. (7) Drug 1: C1=NC2=C(N=C(N=C2N1C3C(C(C(O3)CO)O)F)Cl)N. Drug 2: C1=NNC2=C1C(=O)NC=N2. Cell line: NCIH23. Synergy scores: CSS=-1.30, Synergy_ZIP=-1.77, Synergy_Bliss=-3.18, Synergy_Loewe=-8.68, Synergy_HSA=-5.50.